This data is from Reaction yield outcomes from USPTO patents with 853,638 reactions. The task is: Predict the reaction yield, written as a fraction of the theoretical maximum amount of product (1.0 means a 100% yield; for example, 0.34 means a 34% yield). (1) The yield is 0.800. The reactants are [CH2:1]([N:3]1[CH:8]=[CH:7][CH:6]=[C:5]([CH2:9][NH:10][N:11]2[CH2:16][CH2:15][C:14]([CH3:17])=[C:13]([CH2:18][C:19]([OH:21])=O)[C:12]2=[O:22])[C:4]1=[O:23])[CH3:2].C1CN([P+](ON2N=NC3C=CC=CC2=3)(N2CCCC2)N2CCCC2)CC1.F[P-](F)(F)(F)(F)F.[NH2:57][CH2:58][C:59]1[C:60]([CH3:75])=[CH:61][C:62]([NH:67][C:68](=[O:74])[O:69][C:70]([CH3:73])([CH3:72])[CH3:71])=[N:63][C:64]=1[CH2:65][OH:66].O. The product is [CH2:1]([N:3]1[CH:8]=[CH:7][CH:6]=[C:5]([CH2:9][NH:10][N:11]2[CH2:16][CH2:15][C:14]([CH3:17])=[C:13]([CH2:18][C:19]([NH:57][CH2:58][C:59]3[C:60]([CH3:75])=[CH:61][C:62]([NH:67][C:68](=[O:74])[O:69][C:70]([CH3:71])([CH3:72])[CH3:73])=[N:63][C:64]=3[CH2:65][OH:66])=[O:21])[C:12]2=[O:22])[C:4]1=[O:23])[CH3:2]. The catalyst is C(Cl)Cl. (2) The reactants are [NH:1]1[CH2:6][CH2:5][CH:4]([NH:7][C:8]2[N:9]=[N:10][C:11]([C:14]([F:17])([F:16])[F:15])=[CH:12][CH:13]=2)[CH2:3][CH2:2]1.[F:18][C:19]1[CH:26]=[CH:25][C:22]([CH:23]=O)=[CH:21][CH:20]=1.C(N(C(C)C)CC)(C)C.C(O[BH-](OC(=O)C)OC(=O)C)(=O)C. The catalyst is ClC(Cl)C. The product is [F:18][C:19]1[CH:26]=[CH:25][C:22]([CH2:23][N:1]2[CH2:6][CH2:5][CH:4]([NH:7][C:8]3[N:9]=[N:10][C:11]([C:14]([F:17])([F:16])[F:15])=[CH:12][CH:13]=3)[CH2:3][CH2:2]2)=[CH:21][CH:20]=1. The yield is 0.420. (3) The reactants are [CH3:1][O:2][C:3]1[CH:4]=[C:5]2[C:10](=[N:11][CH:12]=1)[N:9]=[CH:8][CH:7]=[C:6]2[N:13]1[CH2:18][CH2:17][CH:16]([CH2:19][CH2:20][NH2:21])[CH2:15][CH2:14]1.[O-]S([O-])(=O)=O.[Na+].[Na+].[O:29]=[C:30]1[NH:35][C:34]2[N:36]=[C:37]([CH:40]=O)[CH:38]=[CH:39][C:33]=2[S:32][CH2:31]1.[BH4-].[Na+]. The catalyst is C(Cl)Cl.CCO.C(Cl)(Cl)Cl.CO. The product is [CH3:1][O:2][C:3]1[CH:4]=[C:5]2[C:10](=[N:11][CH:12]=1)[N:9]=[CH:8][CH:7]=[C:6]2[N:13]1[CH2:18][CH2:17][CH:16]([CH2:19][CH2:20][NH:21][CH2:40][C:37]2[CH:38]=[CH:39][C:33]3[S:32][CH2:31][C:30](=[O:29])[NH:35][C:34]=3[N:36]=2)[CH2:15][CH2:14]1. The yield is 0.780. (4) The reactants are O1C=CC=C1.[C:6]([O:10][CH2:11][CH3:12])(=O)[CH:7]=[CH2:8].[C:13]([O:16][CH2:17][CH3:18])(=[O:15])[CH3:14]. The catalyst is [I-].[Zn+2].[I-]. The product is [C@@H:6]12[O:10][C@@H:11]([CH:8]=[CH:7]1)[CH2:12][C@H:14]2[C:13]([O:16][CH2:17][CH3:18])=[O:15]. The yield is 0.465. (5) The yield is 0.580. The catalyst is C1COCC1. The product is [CH2:11]([N:3]1[CH:7]=[C:6]([CH:8]=[O:9])[N:5]=[CH:4]1)[CH2:12][CH3:13]. The reactants are [H-].[Na+].[NH:3]1[CH:7]=[C:6]([CH:8]=[O:9])[N:5]=[CH:4]1.I[CH2:11][CH2:12][CH3:13]. (6) The reactants are C(OC([NH:11][C:12]1[C:13](=[O:24])[N:14]([CH2:20][CH2:21][CH2:22][CH3:23])[C:15]([CH3:19])=[C:16]([CH3:18])[CH:17]=1)=O)C1C=CC=CC=1. The catalyst is CO.[Pd].O. The product is [NH2:11][C:12]1[C:13](=[O:24])[N:14]([CH2:20][CH2:21][CH2:22][CH3:23])[C:15]([CH3:19])=[C:16]([CH3:18])[CH:17]=1. The yield is 0.978. (7) The reactants are [H-].[Na+:2].[C:3]([O:9][CH2:10][CH3:11])(=[O:8])[CH2:4][C:5]([CH3:7])=O.Cl[CH2:13][C:14](=[O:20])[CH2:15][C:16]([O:18][CH3:19])=[O:17]. The catalyst is C1COCC1. The product is [CH2:10]([O:9][C:3]([C:4]1[CH2:13][C:14]([O-:20])=[C:15]([C:16]([O:18][CH3:19])=[O:17])[C:5]=1[CH3:7])=[O:8])[CH3:11].[Na+:2]. The yield is 0.980. (8) The reactants are ClC(Cl)(OC(=O)[O:6][C:7]([Cl:10])(Cl)Cl)Cl.[CH3:13][C:14]1[CH:18]=[C:17]([CH3:19])[NH:16][C:15]=1/[CH:20]=[C:21]1\[C:22](=[O:30])[NH:23][C:24]2[C:29]\1=[CH:28][CH:27]=[CH:26][CH:25]=2. The catalyst is C1COCC1. The product is [CH3:13][C:14]1[CH:18]=[C:17]([CH3:19])[NH:16][C:15]=1/[CH:20]=[C:21]1\[C:22](=[O:30])[N:23]([C:7]([Cl:10])=[O:6])[C:24]2[C:29]\1=[CH:28][CH:27]=[CH:26][CH:25]=2. The yield is 0.760. (9) The reactants are [NH2:1][CH2:2][CH2:3][N:4]1[C:12]2[CH2:11][CH2:10][CH2:9][CH2:8][C:7]=2[CH:6]=[C:5]1[C:13]([O:15]CC)=O.[C:18]([O:21][CH2:22][C:23]1[C:28]([Br:29])=[CH:27][C:26]([F:30])=[CH:25][C:24]=1Br)(=[O:20])[CH3:19].CC1(C)C2C(=C(P(C3C=CC=CC=3)C3C=CC=CC=3)C=CC=2)OC2C(P(C3C=CC=CC=3)C3C=CC=CC=3)=CC=CC1=2.C([O-])([O-])=O.[Cs+].[Cs+]. The catalyst is C1C=CC(/C=C/C(/C=C/C2C=CC=CC=2)=O)=CC=1.C1C=CC(/C=C/C(/C=C/C2C=CC=CC=2)=O)=CC=1.C1C=CC(/C=C/C(/C=C/C2C=CC=CC=2)=O)=CC=1.[Pd].[Pd].O1CCOCC1. The product is [C:18]([O:21][CH2:22][C:23]1[C:24]([N:1]2[CH2:2][CH2:3][N:4]3[C:12]4[CH2:11][CH2:10][CH2:9][CH2:8][C:7]=4[CH:6]=[C:5]3[C:13]2=[O:15])=[CH:25][C:26]([F:30])=[CH:27][C:28]=1[Br:29])(=[O:20])[CH3:19]. The yield is 0.600. (10) The product is [NH2:39][C:32]1[C:31]([F:42])=[CH:30][C:29]([N:24]([C:5]2[C:4]([CH:1]3[CH2:3][CH2:2]3)=[CH:23][C:8]3[C:9]([C:19](=[O:22])[NH:20][CH3:21])=[C:10]([C:12]4[CH:13]=[CH:14][C:15]([F:18])=[CH:16][CH:17]=4)[O:11][C:7]=3[CH:6]=2)[S:25]([CH3:28])(=[O:27])=[O:26])=[CH:38][C:33]=1[C:34]([O:36][CH3:37])=[O:35]. The reactants are [CH:1]1([C:4]2[C:5]([N:24]([C:29]3[CH:30]=[C:31]([F:42])[C:32]([N+:39]([O-])=O)=[C:33]([CH:38]=3)[C:34]([O:36][CH3:37])=[O:35])[S:25]([CH3:28])(=[O:27])=[O:26])=[CH:6][C:7]3[O:11][C:10]([C:12]4[CH:17]=[CH:16][C:15]([F:18])=[CH:14][CH:13]=4)=[C:9]([C:19](=[O:22])[NH:20][CH3:21])[C:8]=3[CH:23]=2)[CH2:3][CH2:2]1.CO. The yield is 0.780. The catalyst is C1COCC1.[Pd].